From a dataset of Forward reaction prediction with 1.9M reactions from USPTO patents (1976-2016). Predict the product of the given reaction. (1) Given the reactants [CH3:1][O:2][C:3]1[C:11]([CH3:12])=[C:10]2[C:6]([C:7](=[O:13])[O:8][CH2:9]2)=[C:5]([O:14][CH2:15][CH2:16][Si:17]([CH3:20])([CH3:19])[CH3:18])[C:4]=1[CH2:21][CH:22]=[O:23].[Li+].[BH4-], predict the reaction product. The product is: [OH:23][CH2:22][CH2:21][C:4]1[C:5]([O:14][CH2:15][CH2:16][Si:17]([CH3:20])([CH3:19])[CH3:18])=[C:6]2[C:10]([CH2:9][O:8][C:7]2=[O:13])=[C:11]([CH3:12])[C:3]=1[O:2][CH3:1]. (2) Given the reactants [Br:1][C:2]1[CH:7]=[CH:6][C:5]([CH2:8][NH2:9])=[C:4]([F:10])[CH:3]=1.[C:11]([C:15]1[CH:23]=[CH:22][C:18]([C:19](Cl)=[O:20])=[CH:17][CH:16]=1)([CH3:14])([CH3:13])[CH3:12].C(N(CC)CC)C, predict the reaction product. The product is: [Br:1][C:2]1[CH:7]=[CH:6][C:5]([CH2:8][NH:9][C:19](=[O:20])[C:18]2[CH:22]=[CH:23][C:15]([C:11]([CH3:13])([CH3:12])[CH3:14])=[CH:16][CH:17]=2)=[C:4]([F:10])[CH:3]=1. (3) Given the reactants [NH2:1][C:2]1[CH:7]=[N:6][C:5](Br)=[CH:4][N:3]=1.[OH:9][C:10]1[CH:15]=[CH:14][CH:13]=[CH:12][C:11]=1B(O)O.C(#N)C.C(=O)(O)[O-].[Na+], predict the reaction product. The product is: [OH:9][C:10]1[CH:15]=[CH:14][CH:13]=[CH:12][C:11]=1[C:5]1[N:6]=[CH:7][C:2]([NH2:1])=[N:3][CH:4]=1. (4) Given the reactants [CH3:1][O:2][C:3]1[CH:4]=[C:5](B2OC(C)(C)C(C)(C)O2)[CH:6]=[C:7]([C:9]([F:12])([F:11])[F:10])[CH:8]=1.[Cl:22][C:23]1[CH:24]=[C:25]([CH2:29][N:30]2[CH:34]=[CH:33][N:32]=[C:31]2[CH3:35])[N:26]=[N:27][CH:28]=1, predict the reaction product. The product is: [ClH:22].[CH3:1][O:2][C:3]1[CH:4]=[C:5]([C:23]2[CH:24]=[C:25]([CH2:29][N:30]3[CH:34]=[CH:33][N:32]=[C:31]3[CH3:35])[N:26]=[N:27][CH:28]=2)[CH:6]=[C:7]([C:9]([F:10])([F:11])[F:12])[CH:8]=1. (5) Given the reactants [CH3:1][O:2][C:3](=[O:14])[C:4]1[CH:9]=[CH:8][CH:7]=[C:6]([C:10](Cl)=[N:11][OH:12])[CH:5]=1.[C:15]([C:17]1[CH:22]=[CH:21][C:20]([CH3:23])=[CH:19][CH:18]=1)#[CH:16].N1C=CC=CC=1.C(N(CC)CC)C, predict the reaction product. The product is: [CH3:1][O:2][C:3](=[O:14])[C:4]1[CH:9]=[CH:8][CH:7]=[C:6]([C:10]2[CH:16]=[C:15]([C:17]3[CH:22]=[CH:21][C:20]([CH3:23])=[CH:19][CH:18]=3)[O:12][N:11]=2)[CH:5]=1. (6) The product is: [OH:1][C:2]1[CH:22]=[CH:21][CH:20]=[CH:19][C:3]=1[C:4]1[O:18][C@@H:16]([CH3:17])[C@@H:7]([C:8]([N:10]2[CH2:15][CH2:14][O:13][CH2:12][CH2:11]2)=[O:9])[N:6]=1. Given the reactants [OH:1][C:2]1[CH:22]=[CH:21][CH:20]=[CH:19][C:3]=1[C:4]([NH:6][C@@H:7]([C@H:16]([OH:18])[CH3:17])[C:8]([N:10]1[CH2:15][CH2:14][O:13][CH2:12][CH2:11]1)=[O:9])=O.S(Cl)(Cl)=O, predict the reaction product. (7) Given the reactants [CH:1]1([S:4]([C:7]([C:10]2[CH:15]=[C:14]([N:16]3[CH2:21][CH2:20][O:19][CH2:18][C@@H:17]3[CH3:22])[N:13]=[C:12]([C:23]3[CH:28]=[CH:27][C:26]([NH:29][C:30](=[O:38])OC4C=CC=CC=4)=[CH:25][CH:24]=3)[N:11]=2)([CH3:9])[CH3:8])(=[O:6])=[O:5])[CH2:3][CH2:2]1.C1(S(C[C:46]2C=C(N3CCOC[C@@H]3C)N=C(C3C=CC(NC(=O)OC4C=CC=CC=4)=CC=3)[N:47]=2)(=O)=O)CC1, predict the reaction product. The product is: [CH:1]1([S:4]([C:7]([C:10]2[CH:15]=[C:14]([N:16]3[CH2:21][CH2:20][O:19][CH2:18][C@@H:17]3[CH3:22])[N:13]=[C:12]([C:23]3[CH:28]=[CH:27][C:26]([NH:29][C:30]([NH:47][CH3:46])=[O:38])=[CH:25][CH:24]=3)[N:11]=2)([CH3:8])[CH3:9])(=[O:5])=[O:6])[CH2:3][CH2:2]1.